From a dataset of Reaction yield outcomes from USPTO patents with 853,638 reactions. Predict the reaction yield, written as a fraction of the theoretical maximum amount of product (1.0 means a 100% yield; for example, 0.34 means a 34% yield). The reactants are Cl.[CH3:2][NH:3][CH2:4][CH2:5][CH2:6][C:7]([OH:9])=[O:8].C(N(CC)CC)C.[C:17]([O:21][C:22](O[C:22]([O:21][C:17]([CH3:20])([CH3:19])[CH3:18])=[O:23])=[O:23])([CH3:20])([CH3:19])[CH3:18].Cl. The catalyst is C(Cl)Cl.O. The product is [C:17]([O:21][C:22]([CH2:2][NH:3][CH2:4][CH2:5][CH2:6][C:7]([OH:9])=[O:8])=[O:23])([CH3:20])([CH3:19])[CH3:18]. The yield is 1.00.